From a dataset of Forward reaction prediction with 1.9M reactions from USPTO patents (1976-2016). Predict the product of the given reaction. (1) Given the reactants [C:1]([O:5][C:6](=[O:19])[NH:7][C:8]1[CH:13]=[C:12]([N:14]([CH3:16])[CH3:15])[C:11]([Cl:17])=[CH:10][C:9]=1[NH2:18])([CH3:4])([CH3:3])[CH3:2].C([O:24][C:25](=O)[CH2:26][C:27](=[O:47])[C:28]1[CH:33]=[CH:32][CH:31]=[C:30]([C:34]2[CH:38]=[C:37]([CH2:39][O:40][CH:41]3[CH2:46][CH2:45][CH2:44][CH2:43][O:42]3)[O:36][N:35]=2)[CH:29]=1)(C)(C)C, predict the reaction product. The product is: [C:1]([O:5][C:6](=[O:19])[NH:7][C:8]1[CH:13]=[C:12]([N:14]([CH3:16])[CH3:15])[C:11]([Cl:17])=[CH:10][C:9]=1[NH:18][C:25](=[O:24])[CH2:26][C:27](=[O:47])[C:28]1[CH:33]=[CH:32][CH:31]=[C:30]([C:34]2[CH:38]=[C:37]([CH2:39][O:40][CH:41]3[CH2:46][CH2:45][CH2:44][CH2:43][O:42]3)[O:36][N:35]=2)[CH:29]=1)([CH3:4])([CH3:2])[CH3:3]. (2) Given the reactants [CH3:1][N:2]([CH3:6])[C:3](Cl)=[O:4].[C:7]([O:11][C:12](=[O:18])[NH:13][C@H:14]([CH3:17])[CH2:15][OH:16])([CH3:10])([CH3:9])[CH3:8].N1C=CC=CC=1, predict the reaction product. The product is: [CH3:1][N:2]([CH3:6])[C:3](=[O:4])[O:16][CH2:15][C@H:14]([NH:13][C:12]([O:11][C:7]([CH3:10])([CH3:8])[CH3:9])=[O:18])[CH3:17]. (3) Given the reactants C(OC([N:8]1[CH2:12][CH2:11][CH2:10][CH:9]1[C:13]1[CH:17]=[C:16]([CH2:18][CH:19]([NH:25][C:26]([O:28][CH2:29][CH:30]=[CH2:31])=[O:27])[C:20]([O:22][CH2:23][CH3:24])=[O:21])[O:15][N:14]=1)=O)(C)(C)C.[ClH:32], predict the reaction product. The product is: [ClH:32].[CH2:23]([O:22][C:20](=[O:21])[CH:19]([NH:25][C:26]([O:28][CH2:29][CH:30]=[CH2:31])=[O:27])[CH2:18][C:16]1[O:15][N:14]=[C:13]([CH:9]2[CH2:10][CH2:11][CH2:12][NH:8]2)[CH:17]=1)[CH3:24]. (4) Given the reactants C([Cu])#N.[F:4][C:5]1[CH:6]=[C:7]([Mg]Br)[CH:8]=[CH:9][CH:10]=1.[Br:13][C:14]1[CH:15]=[C:16]([CH:21]=[C:22]([CH2:25]I)[C:23]=1[CH3:24])[C:17]([O:19][CH3:20])=[O:18], predict the reaction product. The product is: [Br:13][C:14]1[CH:15]=[C:16]([CH:21]=[C:22]([CH2:25][C:7]2[CH:8]=[CH:9][CH:10]=[C:5]([F:4])[CH:6]=2)[C:23]=1[CH3:24])[C:17]([O:19][CH3:20])=[O:18]. (5) Given the reactants [Cl:1][C:2]1[CH:3]=[CH:4][CH:5]=[C:6]2[C:11]=1[C:10](=[O:12])[N:9]([C:13]1[CH:18]=[CH:17][CH:16]=[CH:15][CH:14]=1)[C:8]([C@@H:19]([NH:21][C:22]1[CH:27]=[C:26](Cl)[N:25]=[CH:24][N:23]=1)[CH3:20])=[CH:7]2.O.[OH-].[NH4+:31], predict the reaction product. The product is: [NH2:31][C:26]1[N:25]=[CH:24][N:23]=[C:22]([NH:21][C@H:19]([C:8]2[N:9]([C:13]3[CH:18]=[CH:17][CH:16]=[CH:15][CH:14]=3)[C:10](=[O:12])[C:11]3[C:6]([CH:7]=2)=[CH:5][CH:4]=[CH:3][C:2]=3[Cl:1])[CH3:20])[CH:27]=1.